Dataset: Peptide-MHC class II binding affinity with 134,281 pairs from IEDB. Task: Regression. Given a peptide amino acid sequence and an MHC pseudo amino acid sequence, predict their binding affinity value. This is MHC class II binding data. The peptide sequence is AKRMIAISAKVARDI. The MHC is DRB1_0404 with pseudo-sequence DRB1_0404. The binding affinity (normalized) is 0.742.